Dataset: TCR-epitope binding with 47,182 pairs between 192 epitopes and 23,139 TCRs. Task: Binary Classification. Given a T-cell receptor sequence (or CDR3 region) and an epitope sequence, predict whether binding occurs between them. The epitope is KLGGALQAK. The TCR CDR3 sequence is CASSPQPGGREKLFF. Result: 1 (the TCR binds to the epitope).